Dataset: Full USPTO retrosynthesis dataset with 1.9M reactions from patents (1976-2016). Task: Predict the reactants needed to synthesize the given product. (1) Given the product [C:23]([O:4][CH2:3][C@@:2]([NH:1][C:21](=[O:14])[CH3:22])([CH3:13])[CH2:5][CH2:6][C:7]1[N:8]([CH3:12])[CH:9]=[CH:10][CH:11]=1)(=[O:25])[CH3:24], predict the reactants needed to synthesize it. The reactants are: [NH2:1][C@:2]([CH3:13])([CH2:5][CH2:6][C:7]1[N:8]([CH3:12])[CH:9]=[CH:10][CH:11]=1)[CH2:3][OH:4].[OH-:14].[Na+].C(N([CH2:21][CH3:22])CC)C.[C:23](OC(=O)C)(=[O:25])[CH3:24]. (2) Given the product [Cl:1][C:2]1[CH:7]=[CH:6][C:5]([S:8]([NH:11][C:12]([C:14]2[CH2:18][CH:17]([C:19]3[CH:24]=[CH:23][CH:22]=[CH:21][CH:20]=3)[N:16]([C:25]3[CH:30]=[CH:29][C:28]([Cl:31])=[CH:27][CH:26]=3)[N:15]=2)=[N:41][CH3:40])(=[O:10])=[O:9])=[CH:4][CH:3]=1, predict the reactants needed to synthesize it. The reactants are: [Cl:1][C:2]1[CH:7]=[CH:6][C:5]([S:8]([NH:11][C:12]([C:14]2[CH2:18][CH:17]([C:19]3[CH:24]=[CH:23][CH:22]=[CH:21][CH:20]=3)[N:16]([C:25]3[CH:30]=[CH:29][C:28]([Cl:31])=[CH:27][CH:26]=3)[N:15]=2)=O)(=[O:10])=[O:9])=[CH:4][CH:3]=1.P(Cl)(Cl)(Cl)(Cl)Cl.Cl.C[CH2:40][N:41](C(C)C)C(C)C. (3) Given the product [NH:31]=[C:30]1[C:27]2([CH2:28][CH2:29][N:24]([CH3:23])[CH2:25][CH2:26]2)[N:32]([C:33]2[CH:34]=[CH:35][C:36]([CH3:39])=[CH:37][CH:38]=2)[C:9](=[S:10])[N:8]1[C:11]1[CH:18]=[CH:17][C:14]([C:15]#[N:16])=[C:13]([C:19]([F:20])([F:22])[F:21])[CH:12]=1, predict the reactants needed to synthesize it. The reactants are: C(N(CC)CC)C.[N:8]([C:11]1[CH:18]=[CH:17][C:14]([C:15]#[N:16])=[C:13]([C:19]([F:22])([F:21])[F:20])[CH:12]=1)=[C:9]=[S:10].[CH3:23][N:24]1[CH2:29][CH2:28][C:27]([NH:32][C:33]2[CH:38]=[CH:37][C:36]([CH3:39])=[CH:35][CH:34]=2)([C:30]#[N:31])[CH2:26][CH2:25]1.ClCCl.CC(C)=O. (4) Given the product [CH3:10][N:11]([C:20]1[CH:21]=[CH:22][C:23]([NH:26][C:27]([NH:29][C:30]2[CH:35]=[CH:34][CH:33]=[CH:32][CH:31]=2)=[O:28])=[CH:24][CH:25]=1)[S:12]([C:15]1[CH:19]=[N:18][N:17]([C:1]2[CH:6]=[CH:5][CH:4]=[CH:3][CH:2]=2)[CH:16]=1)(=[O:13])=[O:14], predict the reactants needed to synthesize it. The reactants are: [C:1]1(B(O)O)[CH:6]=[CH:5][CH:4]=[CH:3][CH:2]=1.[CH3:10][N:11]([C:20]1[CH:25]=[CH:24][C:23]([NH:26][C:27]([NH:29][C:30]2[CH:35]=[CH:34][CH:33]=[CH:32][CH:31]=2)=[O:28])=[CH:22][CH:21]=1)[S:12]([C:15]1[CH:16]=[N:17][NH:18][CH:19]=1)(=[O:14])=[O:13]. (5) Given the product [CH3:27][C:15]([C:21]1[CH:22]=[CH:23][CH:24]=[CH:25][CH:26]=1)([CH2:14][CH2:13][CH2:12][C:11](=[O:28])[CH2:10][CH2:9][CH2:8][C:7]([CH3:35])([C:29]1[CH:30]=[CH:31][CH:32]=[CH:33][CH:34]=1)[C:6]([OH:36])=[O:5])[C:16]([OH:18])=[O:17], predict the reactants needed to synthesize it. The reactants are: [OH-].[K+].C([O:5][C:6](=[O:36])[C:7]([CH3:35])([C:29]1[CH:34]=[CH:33][CH:32]=[CH:31][CH:30]=1)[CH2:8][CH2:9][CH2:10][C:11](=[O:28])[CH2:12][CH2:13][CH2:14][C:15]([CH3:27])([C:21]1[CH:26]=[CH:25][CH:24]=[CH:23][CH:22]=1)[C:16]([O:18]CC)=[O:17])C. (6) Given the product [OH:1][CH2:2][C@@H:3]([NH:10][C:11]([C:13]1[NH:14][CH:15]=[C:16]([C:18]2[C:19]([CH3:24])=[CH:20][N:31]=[C:29]([SH:30])[N:28]=2)[CH:17]=1)=[O:12])[C:4]1[CH:5]=[CH:6][CH:7]=[CH:8][CH:9]=1, predict the reactants needed to synthesize it. The reactants are: [OH:1][CH2:2][C@@H:3]([NH:10][C:11]([C:13]1[NH:14][CH:15]=[C:16]([C:18](=O)[C:19]([CH2:24]OC)=[CH:20]N(C)C)[CH:17]=1)=[O:12])[C:4]1[CH:9]=[CH:8][CH:7]=[CH:6][CH:5]=1.[NH2:28][C:29]([NH2:31])=[S:30].C(=O)([O-])[O-].[K+].[K+]. (7) The reactants are: [C:1]([O:5][C:6]([NH:8][CH2:9][C:10]1[CH:18]=[CH:17][C:13]([C:14](O)=[O:15])=[C:12]([F:19])[CH:11]=1)=[O:7])([CH3:4])([CH3:3])[CH3:2].CO.[Cl-].[NH4+].O.[Cl-].COC1N=C(OC)N=C([N+]2(C)CCOCC2)[N:29]=1. Given the product [C:14]([C:13]1[CH:17]=[CH:18][C:10]([CH2:9][NH:8][C:6](=[O:7])[O:5][C:1]([CH3:4])([CH3:3])[CH3:2])=[CH:11][C:12]=1[F:19])(=[O:15])[NH2:29], predict the reactants needed to synthesize it.